Dataset: HIV replication inhibition screening data with 41,000+ compounds from the AIDS Antiviral Screen. Task: Binary Classification. Given a drug SMILES string, predict its activity (active/inactive) in a high-throughput screening assay against a specified biological target. (1) The molecule is OC(C1CCC=NN1C(O)(C(F)(F)F)C(F)(F)F)(C(F)(F)F)C(F)(F)F. The result is 0 (inactive). (2) The drug is c1ccc2c(c1)CCc1[nH]c3c(c1-2)-c1ccccc1CC3. The result is 0 (inactive). (3) The molecule is O=C1OCSc2ccccc21. The result is 0 (inactive). (4) The result is 0 (inactive). The compound is CC(=O)CC(=O)CCCC(=O)Nc1ccc(Cl)cc1C.